Dataset: Full USPTO retrosynthesis dataset with 1.9M reactions from patents (1976-2016). Task: Predict the reactants needed to synthesize the given product. Given the product [Cl:3][C:4]1[C:9]([C:10]([NH:12][C:13]2[CH:18]=[CH:17][C:16]([CH2:19][C:20]([OH:22])=[O:21])=[CH:15][CH:14]=2)=[O:11])=[C:8]([F:25])[C:7]([O:26][CH2:27][C:28]2[CH:33]=[CH:32][CH:31]=[C:30]([Cl:34])[CH:29]=2)=[CH:6][CH:5]=1, predict the reactants needed to synthesize it. The reactants are: [OH-].[Li+].[Cl:3][C:4]1[C:9]([C:10]([NH:12][C:13]2[CH:18]=[CH:17][C:16]([CH2:19][C:20]([O:22]CC)=[O:21])=[CH:15][CH:14]=2)=[O:11])=[C:8]([F:25])[C:7]([O:26][CH2:27][C:28]2[CH:33]=[CH:32][CH:31]=[C:30]([Cl:34])[CH:29]=2)=[CH:6][CH:5]=1.O.